This data is from Forward reaction prediction with 1.9M reactions from USPTO patents (1976-2016). The task is: Predict the product of the given reaction. (1) Given the reactants [Br:1][C:2]1[CH:3]=[C:4]([N+:11]([O-:13])=[O:12])[CH:5]=[C:6]2[C:10]=1[NH:9][CH2:8][CH2:7]2.ClC1C(=O)C(C#N)=C(C#N)C(=O)C=1Cl, predict the reaction product. The product is: [Br:1][C:2]1[CH:3]=[C:4]([N+:11]([O-:13])=[O:12])[CH:5]=[C:6]2[C:10]=1[NH:9][CH:8]=[CH:7]2. (2) Given the reactants [C:1]([Cl:6])(=[O:5])[C:2](Cl)=[O:3].[C:7]1([C:13]2[CH:14]=[C:15]3[N:20]([CH:21]=2)[CH:19]=[CH:18][CH:17]=[CH:16]3)[CH:12]=[CH:11][CH:10]=[CH:9][CH:8]=1, predict the reaction product. The product is: [O:3]=[C:2]([C:21]1[N:20]2[C:15]([CH:16]=[CH:17][CH:18]=[CH:19]2)=[CH:14][C:13]=1[C:7]1[CH:12]=[CH:11][CH:10]=[CH:9][CH:8]=1)[C:1]([Cl:6])=[O:5]. (3) Given the reactants [CH:1]1([C:4]2[C:5]([N:24]3[CH2:29][CH2:28][N:27](C(OC(C)(C)C)=O)[CH2:26][CH2:25]3)=[C:6]3[C:12]([O:13][CH3:14])=[N:11][N:10]([CH2:15][C:16]4[CH:21]=[CH:20][C:19]([O:22][CH3:23])=[CH:18][CH:17]=4)[C:7]3=[N:8][CH:9]=2)[CH2:3][CH2:2]1.C(O)(C(F)(F)F)=O, predict the reaction product. The product is: [CH:1]1([C:4]2[C:5]([N:24]3[CH2:25][CH2:26][NH:27][CH2:28][CH2:29]3)=[C:6]3[C:12]([O:13][CH3:14])=[N:11][N:10]([CH2:15][C:16]4[CH:17]=[CH:18][C:19]([O:22][CH3:23])=[CH:20][CH:21]=4)[C:7]3=[N:8][CH:9]=2)[CH2:2][CH2:3]1. (4) Given the reactants [CH2:1]([O:8][C:9]1[CH:14]=[CH:13][C:12]([CH2:15][CH:16](OS(C)(=O)=O)[C:17]([O:19][CH2:20][CH3:21])=[O:18])=[CH:11][CH:10]=1)[C:2]1[CH:7]=[CH:6][CH:5]=[CH:4][CH:3]=1.[CH2:27]([NH:29][C:30]1[CH:35]=[CH:34][CH:33]=[CH:32][CH:31]=1)[CH3:28], predict the reaction product. The product is: [CH2:1]([O:8][C:9]1[CH:14]=[CH:13][C:12]([CH2:15][CH:16]([N:29]([CH2:27][CH3:28])[C:30]2[CH:35]=[CH:34][CH:33]=[CH:32][CH:31]=2)[C:17]([O:19][CH2:20][CH3:21])=[O:18])=[CH:11][CH:10]=1)[C:2]1[CH:7]=[CH:6][CH:5]=[CH:4][CH:3]=1. (5) Given the reactants [CH2:1]([N:5]1[C:13]2[C:12]([CH3:14])=[C:11]([CH3:15])[N:10]=[C:9]([NH2:16])[C:8]=2[N:7]=[C:6]1[CH2:17][NH:18][O:19][CH3:20])[CH:2]([CH3:4])[CH3:3].C(N(CC)CC)C.[CH:28]1([C:31](Cl)=[O:32])[CH2:30][CH2:29]1, predict the reaction product. The product is: [NH2:16][C:9]1[C:8]2[N:7]=[C:6]([CH2:17][N:18]([O:19][CH3:20])[C:31]([CH:28]3[CH2:30][CH2:29]3)=[O:32])[N:5]([CH2:1][CH:2]([CH3:4])[CH3:3])[C:13]=2[C:12]([CH3:14])=[C:11]([CH3:15])[N:10]=1. (6) Given the reactants [N:1]1[C:10]2[C:5](=[CH:6][CH:7]=[CH:8][CH:9]=2)[C:4]([C:11]([OH:13])=[O:12])=[CH:3][CH:2]=1, predict the reaction product. The product is: [NH:1]1[C:10]2[C:5](=[CH:6][CH:7]=[CH:8][CH:9]=2)[CH:4]([C:11]([OH:13])=[O:12])[CH2:3][CH2:2]1. (7) Given the reactants [CH2:1]([CH:3]1[O:5][CH2:4]1)[Cl:2].[CH2:6]([Cl:11])[CH:7]([OH:10])[CH2:8][Cl:9], predict the reaction product. The product is: [CH2:6]([Cl:11])[CH:7]([OH:10])[CH2:8][Cl:9].[OH2:5].[CH2:1]([CH:3]1[O:5][CH2:4]1)[Cl:2].